This data is from Catalyst prediction with 721,799 reactions and 888 catalyst types from USPTO. The task is: Predict which catalyst facilitates the given reaction. Reactant: [F:1][C:2]1[CH:7]=[C:6]([CH3:8])[CH:5]=[CH:4][C:3]=1[NH:9][C:10]1[C:11]([NH2:16])=[CH:12][CH:13]=[CH:14][CH:15]=1.[S:17](N)(N)(=[O:19])=[O:18].S(=O)(=O)(O)N. Product: [F:1][C:2]1[CH:7]=[C:6]([CH3:8])[CH:5]=[CH:4][C:3]=1[N:9]1[C:10]2[CH:15]=[CH:14][CH:13]=[CH:12][C:11]=2[NH:16][S:17]1(=[O:19])=[O:18]. The catalyst class is: 270.